Predict the product of the given reaction. From a dataset of Forward reaction prediction with 1.9M reactions from USPTO patents (1976-2016). Given the reactants [S:1]1[CH2:5][C:4](=[O:6])[NH:3][C:2]1=[O:7].[CH2:8]([O:18][CH2:19][CH2:20][CH2:21][CH2:22][CH:23]=O)[CH2:9][CH2:10][CH2:11][CH2:12][CH2:13][CH2:14][CH2:15][CH2:16][CH3:17], predict the reaction product. The product is: [CH2:8]([O:18][CH2:19][CH2:20][CH2:21][CH2:22]/[CH:23]=[C:5]1/[C:4](=[O:6])[NH:3][C:2](=[O:7])[S:1]/1)[CH2:9][CH2:10][CH2:11][CH2:12][CH2:13][CH2:14][CH2:15][CH2:16][CH3:17].